Dataset: Full USPTO retrosynthesis dataset with 1.9M reactions from patents (1976-2016). Task: Predict the reactants needed to synthesize the given product. (1) Given the product [Br:11][C:8]1[CH:7]=[CH:6][C:5]([C:4]([NH:17][CH2:16][CH2:15][N:14]([CH3:18])[CH3:13])=[O:12])=[CH:10][CH:9]=1, predict the reactants needed to synthesize it. The reactants are: C(O[C:4](=[O:12])[C:5]1[CH:10]=[CH:9][C:8]([Br:11])=[CH:7][CH:6]=1)C.[CH3:13][N:14]([CH3:18])[CH2:15][CH2:16][NH2:17]. (2) Given the product [C:1]([O:5][C:6](=[O:12])[NH:7][C@@H:8]([CH3:9])/[C:10](/[NH2:11])=[N:20]/[OH:21])([CH3:4])([CH3:2])[CH3:3], predict the reactants needed to synthesize it. The reactants are: [C:1]([O:5][C:6](=[O:12])[NH:7][C@H:8]([C:10]#[N:11])[CH3:9])([CH3:4])([CH3:3])[CH3:2].C(N(CC)CC)C.[NH2:20][OH:21]. (3) Given the product [CH2:31]([O:38][C:39](=[O:43])[C@H:40]([O:28][C:27]1[CH:26]=[CH:25][C:11]([CH2:12][N:13]([CH3:24])[S:14]([C:17]2[CH:22]=[CH:21][C:20]([F:23])=[CH:19][CH:18]=2)(=[O:16])=[O:15])=[CH:10][C:9]=1[C:5]1[CH:6]=[CH:7][CH:8]=[C:3]([C:2]([F:1])([F:29])[F:30])[CH:4]=1)[CH3:41])[C:32]1[CH:37]=[CH:36][CH:35]=[CH:34][CH:33]=1, predict the reactants needed to synthesize it. The reactants are: [F:1][C:2]([F:30])([F:29])[C:3]1[CH:4]=[C:5]([C:9]2[CH:10]=[C:11]([CH:25]=[CH:26][C:27]=2[OH:28])[CH2:12][N:13]([CH3:24])[S:14]([C:17]2[CH:22]=[CH:21][C:20]([F:23])=[CH:19][CH:18]=2)(=[O:16])=[O:15])[CH:6]=[CH:7][CH:8]=1.[CH2:31]([O:38][C:39](=[O:43])[C@@H:40](O)[CH3:41])[C:32]1[CH:37]=[CH:36][CH:35]=[CH:34][CH:33]=1.N(C(OCC)=O)=NC(OCC)=O.C1(P(C2C=CC=CC=2)C2C=CC=CC=2)C=CC=CC=1. (4) The reactants are: CO[C:3]1[CH:4]=[C:5]([C:9]2[N:10]=[N:11][CH:12]=[C:13]([C:24]3[CH:29]=[CH:28][CH:27]=[CH:26][CH:25]=3)[C:14]=2[C:15]2[O:16][CH:17]=[C:18]([C:20](OC)=[O:21])[N:19]=2)[CH:6]=[CH:7][CH:8]=1.[H-].[H-].[H-].[H-].[Li+].[Al+3]. Given the product [C:5]1([C:9]2[N:10]=[N:11][CH:12]=[C:13]([C:24]3[CH:25]=[CH:26][CH:27]=[CH:28][CH:29]=3)[C:14]=2[C:15]2[O:16][CH:17]=[C:18]([CH2:20][OH:21])[N:19]=2)[CH:6]=[CH:7][CH:8]=[CH:3][CH:4]=1, predict the reactants needed to synthesize it. (5) Given the product [CH2:5]([O:4][CH:3]([O:7][CH2:8][CH3:9])[CH2:2][NH:17][CH2:16][C:11]1[CH:12]=[CH:13][CH:14]=[CH:15][N:10]=1)[CH3:6], predict the reactants needed to synthesize it. The reactants are: Br[CH2:2][CH:3]([O:7][CH2:8][CH3:9])[O:4][CH2:5][CH3:6].[N:10]1[CH:15]=[CH:14][CH:13]=[CH:12][C:11]=1[CH2:16][NH2:17]. (6) Given the product [Si:6]([O:13][C@H:14]([CH3:21])[CH2:15][C:16]([N:23]([O:24][CH3:25])[CH3:22])=[O:18])([C:9]([CH3:10])([CH3:11])[CH3:12])([CH3:7])[CH3:8], predict the reactants needed to synthesize it. The reactants are: C([Mg]Cl)(C)C.[Si:6]([O:13][C@H:14]([CH3:21])[CH2:15][C:16]([O:18]CC)=O)([C:9]([CH3:12])([CH3:11])[CH3:10])([CH3:8])[CH3:7].[CH3:22][NH:23][O:24][CH3:25].Cl. (7) Given the product [CH3:10][C:9]([NH:6][C:5]1[CH:7]=[CH:8][C:2]([I:1])=[CH:3][CH:4]=1)=[O:11], predict the reactants needed to synthesize it. The reactants are: [I:1][C:2]1[CH:8]=[CH:7][C:5]([NH2:6])=[CH:4][CH:3]=1.[C:9](OC(=O)C)(=[O:11])[CH3:10].N1C=CC=CC=1. (8) The reactants are: [F:1][C:2]1[CH:29]=[CH:28][C:5]([CH2:6][N:7]2[C:11]3=[CH:12][N:13]=[C:14]([C:24]([O:26][CH3:27])=[O:25])[C:15](OS(C(F)(F)F)(=O)=O)=[C:10]3[CH:9]=[CH:8]2)=[CH:4][CH:3]=1.[Cl-].[Li+].[CH:32](N(CC)C(C)C)([CH3:34])[CH3:33].C#CC. Given the product [F:1][C:2]1[CH:29]=[CH:28][C:5]([CH2:6][N:7]2[C:11]3=[CH:12][N:13]=[C:14]([C:24]([O:26][CH3:27])=[O:25])[C:15]([C:33]#[C:32][CH3:34])=[C:10]3[CH:9]=[CH:8]2)=[CH:4][CH:3]=1, predict the reactants needed to synthesize it. (9) Given the product [OH:6][C@@H:5]([C@@H:7]1[CH2:11][NH:10][C:9](=[O:12])[CH2:8]1)[CH2:4][OH:3], predict the reactants needed to synthesize it. The reactants are: CC1(C)[O:6][C@@H:5]([C@@H:7]2[CH2:11][NH:10][C:9](=[O:12])[CH2:8]2)[CH2:4][O:3]1. (10) Given the product [Br:23][CH:24]([CH3:28])[C:25]([O:15][C:2]([CH3:1])([CH2:4][CH2:5][CH2:6][CH2:7][CH2:8][CH2:9][CH2:10][CH2:11][CH2:12][CH2:13][CH3:14])[CH3:3])=[O:26], predict the reactants needed to synthesize it. The reactants are: [CH3:1][C:2]([OH:15])([CH2:4][CH2:5][CH2:6][CH2:7][CH2:8][CH2:9][CH2:10][CH2:11][CH2:12][CH2:13][CH3:14])[CH3:3].C(N(CC)CC)C.[Br:23][CH:24]([CH3:28])[C:25](Br)=[O:26].